This data is from Forward reaction prediction with 1.9M reactions from USPTO patents (1976-2016). The task is: Predict the product of the given reaction. Given the reactants [Cl:1][C:2]1[CH:7]=[CH:6][C:5]([CH2:8][NH:9][C:10](=[O:26])[C:11]2[C:16]([O:17]C)=[CH:15][C:14]([N:19]3[CH2:24][CH2:23][O:22][CH2:21][CH2:20]3)=[CH:13][C:12]=2[F:25])=[CH:4][CH:3]=1.B(Br)(Br)Br.O, predict the reaction product. The product is: [Cl:1][C:2]1[CH:7]=[CH:6][C:5]([CH2:8][NH:9][C:10](=[O:26])[C:11]2[C:16]([OH:17])=[CH:15][C:14]([N:19]3[CH2:20][CH2:21][O:22][CH2:23][CH2:24]3)=[CH:13][C:12]=2[F:25])=[CH:4][CH:3]=1.